Dataset: Catalyst prediction with 721,799 reactions and 888 catalyst types from USPTO. Task: Predict which catalyst facilitates the given reaction. Reactant: [Cl:1][C:2]1[CH:3]=[C:4](Cl)[C:5]2[N:6]([C:8]([C:11]([NH:13][C:14]3[CH:19]=[CH:18][N:17]=[CH:16][C:15]=3[F:20])=[O:12])=[CH:9][N:10]=2)[N:7]=1.[Si:22]([O:29][CH2:30][CH2:31][N:32]1[CH:36]=[CH:35][C:34]([NH2:37])=[N:33]1)([C:25]([CH3:28])([CH3:27])[CH3:26])([CH3:24])[CH3:23].ClC1C=C(NC2C=CN(C(C)C)N=2)C2N(C(C(NC3C=CN=CC=3F)=O)=CN=2)N=1. Product: [Si:22]([O:29][CH2:30][CH2:31][N:32]1[CH:36]=[CH:35][C:34]([NH:37][C:4]2[C:5]3[N:6]([C:8]([C:11]([NH:13][C:14]4[CH:19]=[CH:18][N:17]=[CH:16][C:15]=4[F:20])=[O:12])=[CH:9][N:10]=3)[N:7]=[C:2]([Cl:1])[CH:3]=2)=[N:33]1)([C:25]([CH3:28])([CH3:26])[CH3:27])([CH3:24])[CH3:23]. The catalyst class is: 5.